Dataset: Forward reaction prediction with 1.9M reactions from USPTO patents (1976-2016). Task: Predict the product of the given reaction. (1) Given the reactants CC(C)([O-])C.[K+].[NH2:7][C:8]1[N:13]=[C:12]([C:14]2[CH:19]=[CH:18][C:17]([OH:20])=[CH:16][C:15]=2[O:21][CH3:22])[CH:11]=[CH:10][CH:9]=1.S(O)(=O)(=O)C.[C:28]([N:35]1[CH2:40][CH2:39][CH:38](O)[CH2:37][CH2:36]1)([O:30][C:31]([CH3:34])([CH3:33])[CH3:32])=[O:29].S([O-])(=O)(=O)C, predict the reaction product. The product is: [C:31]([O:30][C:28]([N:35]1[CH2:40][CH2:39][CH:38]([O:20][C:17]2[CH:18]=[CH:19][C:14]([C:12]3[CH:11]=[CH:10][CH:9]=[C:8]([NH2:7])[N:13]=3)=[C:15]([O:21][CH3:22])[CH:16]=2)[CH2:37][CH2:36]1)=[O:29])([CH3:34])([CH3:32])[CH3:33]. (2) Given the reactants [NH2:1][C:2]1[CH:6]=[CH:5][O:4][N:3]=1.[I:7][C:8]1[C:13]([O:14][CH3:15])=[CH:12][C:11]([C:16]2[C:25]3[C:20](=[CH:21][C:22]([S:26](OC4C(F)=C(F)C(F)=C(F)C=4F)(=[O:28])=[O:27])=[CH:23][CH:24]=3)[CH:19]=[CH:18][N:17]=2)=[C:10]([CH3:41])[CH:9]=1.[Li+].C[Si]([N-][Si](C)(C)C)(C)C, predict the reaction product. The product is: [I:7][C:8]1[C:13]([O:14][CH3:15])=[CH:12][C:11]([C:16]2[C:25]3[C:20](=[CH:21][C:22]([S:26]([NH:1][C:2]4[CH:6]=[CH:5][O:4][N:3]=4)(=[O:27])=[O:28])=[CH:23][CH:24]=3)[CH:19]=[CH:18][N:17]=2)=[C:10]([CH3:41])[CH:9]=1. (3) Given the reactants [Cl:1][C:2]1[CH:3]=[C:4]([CH:9]=[CH:10][N:11]=1)[C:5]([O:7][CH3:8])=[O:6].C(=O)([O-])[O-].[K+].[K+].[Cl:18][C:19]1[C:24]([F:25])=[CH:23][C:22](B2OC(C)(C)C(C)(C)O2)=[CH:21][C:20]=1[F:35].Cl, predict the reaction product. The product is: [ClH:1].[Cl:18][C:19]1[C:24]([F:25])=[CH:23][C:22]([C:2]2[CH:3]=[C:4]([CH:9]=[CH:10][N:11]=2)[C:5]([O:7][CH3:8])=[O:6])=[CH:21][C:20]=1[F:35]. (4) Given the reactants [Cl:1][C:2]1[CH:7]=[CH:6][C:5](B(O)O)=[CH:4][CH:3]=1.[N+:11]([C:14]1[CH:22]=[CH:21][C:17]([C:18](Cl)=[O:19])=[CH:16][CH:15]=1)([O-:13])=[O:12].[O-]P([O-])([O-])=O.[K+].[K+].[K+], predict the reaction product. The product is: [Cl:1][C:2]1[CH:7]=[CH:6][C:5]([C:18]([C:17]2[CH:16]=[CH:15][C:14]([N+:11]([O-:13])=[O:12])=[CH:22][CH:21]=2)=[O:19])=[CH:4][CH:3]=1. (5) Given the reactants [C:1]1([C:7]2[N:8]([C:14]3[N:19]=[CH:18][CH:17]=[CH:16][N:15]=3)[CH:9]=[C:10]([CH:12]=O)[N:11]=2)[CH:6]=[CH:5][CH:4]=[CH:3][CH:2]=1.[CH3:20][NH2:21].CO.[BH4-].[Na+].[ClH:26].C(=O)([O-])O.[Na+], predict the reaction product. The product is: [ClH:26].[ClH:26].[CH3:20][NH:21][CH2:12][C:10]1[N:11]=[C:7]([C:1]2[CH:6]=[CH:5][CH:4]=[CH:3][CH:2]=2)[N:8]([C:14]2[N:19]=[CH:18][CH:17]=[CH:16][N:15]=2)[CH:9]=1. (6) Given the reactants [NH:1]([C:8]1[N:12]=[C:11]([SH:13])[NH:10][N:9]=1)[C:2]1[CH:7]=[CH:6][CH:5]=[CH:4][CH:3]=1.C([O-])([O-])=O.[K+].[K+].[CH2:20](Br)[C:21]1[CH:26]=[CH:25][CH:24]=[CH:23][CH:22]=1, predict the reaction product. The product is: [NH:1]([C:8]1[N:12]=[C:11]([S:13][CH2:20][C:21]2[CH:26]=[CH:25][CH:24]=[CH:23][CH:22]=2)[NH:10][N:9]=1)[C:2]1[CH:3]=[CH:4][CH:5]=[CH:6][CH:7]=1. (7) Given the reactants [F:1][C:2]1[CH:7]=[CH:6][C:5]([CH2:8][C:9]2[NH:10][C:11]([C:24]3[CH:29]=[CH:28][CH:27]=[C:26]([CH3:30])[N:25]=3)=[C:12]([C:14]3[CH:15]=[C:16]4[C:21](=[CH:22][CH:23]=3)[N:20]=[CH:19][CH:18]=[CH:17]4)[N:13]=2)=[CH:4][C:3]=1[OH:31].Br[CH2:33][CH2:34][NH:35][C:36](=[O:42])[O:37][C:38]([CH3:41])([CH3:40])[CH3:39].C([O-])([O-])=O.[K+].[K+], predict the reaction product. The product is: [F:1][C:2]1[CH:7]=[CH:6][C:5]([CH2:8][C:9]2[NH:10][C:11]([C:24]3[CH:29]=[CH:28][CH:27]=[C:26]([CH3:30])[N:25]=3)=[C:12]([C:14]3[CH:15]=[C:16]4[C:21](=[CH:22][CH:23]=3)[N:20]=[CH:19][CH:18]=[CH:17]4)[N:13]=2)=[CH:4][C:3]=1[O:31][CH2:33][CH2:34][NH:35][C:36](=[O:42])[O:37][C:38]([CH3:41])([CH3:40])[CH3:39].